Dataset: Peptide-MHC class I binding affinity with 185,985 pairs from IEDB/IMGT. Task: Regression. Given a peptide amino acid sequence and an MHC pseudo amino acid sequence, predict their binding affinity value. This is MHC class I binding data. (1) The peptide sequence is KEKGGLEGM. The MHC is HLA-A30:01 with pseudo-sequence HLA-A30:01. The binding affinity (normalized) is 0. (2) The peptide sequence is KAGQYVTIW. The MHC is HLA-B15:01 with pseudo-sequence HLA-B15:01. The binding affinity (normalized) is 0.107. (3) The peptide sequence is KECVDGTLL. The MHC is HLA-B39:01 with pseudo-sequence HLA-B39:01. The binding affinity (normalized) is 0.0847. (4) The peptide sequence is RGFCFITF. The MHC is H-2-Db with pseudo-sequence H-2-Db. The binding affinity (normalized) is 0. (5) The peptide sequence is DTMTYKCPR. The MHC is HLA-A31:01 with pseudo-sequence HLA-A31:01. The binding affinity (normalized) is 0.215. (6) The peptide sequence is ITIPIGLYL. The MHC is HLA-A03:01 with pseudo-sequence HLA-A03:01. The binding affinity (normalized) is 0.0847. (7) The peptide sequence is TPETLGHEI. The MHC is HLA-B35:01 with pseudo-sequence HLA-B35:01. The binding affinity (normalized) is 0.0894. (8) The peptide sequence is VIPMHTGL. The MHC is Mamu-A01 with pseudo-sequence Mamu-A01. The binding affinity (normalized) is 0.405. (9) The peptide sequence is WSASACHDGM. The binding affinity (normalized) is 0. The MHC is Mamu-B01 with pseudo-sequence Mamu-B01. (10) The binding affinity (normalized) is 0.444. The peptide sequence is MLVGHMPFM. The MHC is HLA-B15:09 with pseudo-sequence HLA-B15:09.